Regression. Given two drug SMILES strings and cell line genomic features, predict the synergy score measuring deviation from expected non-interaction effect. From a dataset of NCI-60 drug combinations with 297,098 pairs across 59 cell lines. (1) Drug 1: CC1CCC2CC(C(=CC=CC=CC(CC(C(=O)C(C(C(=CC(C(=O)CC(OC(=O)C3CCCCN3C(=O)C(=O)C1(O2)O)C(C)CC4CCC(C(C4)OC)O)C)C)O)OC)C)C)C)OC. Drug 2: C1CC(=O)NC(=O)C1N2C(=O)C3=CC=CC=C3C2=O. Cell line: M14. Synergy scores: CSS=19.1, Synergy_ZIP=1.83, Synergy_Bliss=5.60, Synergy_Loewe=-69.7, Synergy_HSA=4.12. (2) Drug 1: C1=NC2=C(N1)C(=S)N=C(N2)N. Drug 2: C(CN)CNCCSP(=O)(O)O. Cell line: HT29. Synergy scores: CSS=37.8, Synergy_ZIP=-0.362, Synergy_Bliss=2.76, Synergy_Loewe=-33.4, Synergy_HSA=1.86. (3) Drug 1: C1=C(C(=O)NC(=O)N1)F. Drug 2: C(CC(=O)O)C(=O)CN.Cl. Cell line: OVCAR-4. Synergy scores: CSS=45.3, Synergy_ZIP=0.553, Synergy_Bliss=-1.23, Synergy_Loewe=-7.17, Synergy_HSA=1.75. (4) Drug 1: C1CCC(CC1)NC(=O)N(CCCl)N=O. Drug 2: CC12CCC3C(C1CCC2OP(=O)(O)O)CCC4=C3C=CC(=C4)OC(=O)N(CCCl)CCCl.[Na+]. Cell line: SF-268. Synergy scores: CSS=2.19, Synergy_ZIP=-10.2, Synergy_Bliss=-14.7, Synergy_Loewe=-30.3, Synergy_HSA=-14.5. (5) Drug 1: CCCCCOC(=O)NC1=NC(=O)N(C=C1F)C2C(C(C(O2)C)O)O. Drug 2: C1C(C(OC1N2C=NC(=NC2=O)N)CO)O. Cell line: UACC-257. Synergy scores: CSS=-5.89, Synergy_ZIP=2.12, Synergy_Bliss=-3.35, Synergy_Loewe=-5.05, Synergy_HSA=-6.92. (6) Drug 1: COC1=C(C=C2C(=C1)N=CN=C2NC3=CC(=C(C=C3)F)Cl)OCCCN4CCOCC4. Drug 2: C1CC(=O)NC(=O)C1N2C(=O)C3=CC=CC=C3C2=O. Cell line: RPMI-8226. Synergy scores: CSS=29.9, Synergy_ZIP=-0.734, Synergy_Bliss=-0.805, Synergy_Loewe=-12.2, Synergy_HSA=-2.25.